This data is from Catalyst prediction with 721,799 reactions and 888 catalyst types from USPTO. The task is: Predict which catalyst facilitates the given reaction. Reactant: [NH:1]1[CH:5]=[CH:4][N:3]=[C:2]1[CH2:6][CH2:7][CH2:8][C:9]1[CH:14]=[CH:13][C:12]([N+:15]([O-:17])=[O:16])=[CH:11][N:10]=1.[CH3:18][C:19]([O:22][C:23](O[C:23]([O:22][C:19]([CH3:21])([CH3:20])[CH3:18])=[O:24])=[O:24])([CH3:21])[CH3:20]. Product: [N+:15]([C:12]1[CH:13]=[CH:14][C:9]([CH2:8][CH2:7][CH2:6][C:2]2[N:1]([C:23]([O:22][C:19]([CH3:21])([CH3:20])[CH3:18])=[O:24])[CH:5]=[CH:4][N:3]=2)=[N:10][CH:11]=1)([O-:17])=[O:16]. The catalyst class is: 2.